This data is from Ames mutagenicity test results for genotoxicity prediction. The task is: Regression/Classification. Given a drug SMILES string, predict its toxicity properties. Task type varies by dataset: regression for continuous values (e.g., LD50, hERG inhibition percentage) or binary classification for toxic/non-toxic outcomes (e.g., AMES mutagenicity, cardiotoxicity, hepatotoxicity). Dataset: ames. (1) The drug is Nc1ccc(N)c(Cl)c1. The result is 1 (mutagenic). (2) The molecule is CCOP(=O)(OCC)Oc1ccc([N+](=O)[O-])cc1. The result is 1 (mutagenic). (3) The molecule is C1CSCCS1. The result is 1 (mutagenic). (4) The molecule is O=C1c2ccccc2C(=O)c2ccccc21. The result is 1 (mutagenic). (5) The drug is O=C(O)/C=C/C=C/C(=O)O. The result is 0 (non-mutagenic).